Dataset: NCI-60 drug combinations with 297,098 pairs across 59 cell lines. Task: Regression. Given two drug SMILES strings and cell line genomic features, predict the synergy score measuring deviation from expected non-interaction effect. (1) Drug 1: COC1=CC(=CC(=C1O)OC)C2C3C(COC3=O)C(C4=CC5=C(C=C24)OCO5)OC6C(C(C7C(O6)COC(O7)C8=CC=CS8)O)O. Drug 2: C1=CN(C(=O)N=C1N)C2C(C(C(O2)CO)O)O.Cl. Cell line: HCT-15. Synergy scores: CSS=60.8, Synergy_ZIP=0.574, Synergy_Bliss=0.0490, Synergy_Loewe=-2.27, Synergy_HSA=2.56. (2) Drug 1: C1=CC=C(C=C1)NC(=O)CCCCCCC(=O)NO. Drug 2: CC1C(C(CC(O1)OC2CC(CC3=C2C(=C4C(=C3O)C(=O)C5=CC=CC=C5C4=O)O)(C(=O)C)O)N)O. Cell line: IGROV1. Synergy scores: CSS=66.2, Synergy_ZIP=-0.487, Synergy_Bliss=3.00, Synergy_Loewe=-6.84, Synergy_HSA=5.71. (3) Drug 1: CC1C(C(CC(O1)OC2CC(CC3=C2C(=C4C(=C3O)C(=O)C5=C(C4=O)C(=CC=C5)OC)O)(C(=O)CO)O)N)O.Cl. Drug 2: C(CCl)NC(=O)N(CCCl)N=O. Cell line: SK-MEL-5. Synergy scores: CSS=49.5, Synergy_ZIP=-6.03, Synergy_Bliss=-7.69, Synergy_Loewe=-11.8, Synergy_HSA=-2.93. (4) Drug 1: CCCS(=O)(=O)NC1=C(C(=C(C=C1)F)C(=O)C2=CNC3=C2C=C(C=N3)C4=CC=C(C=C4)Cl)F. Drug 2: C1=CN(C(=O)N=C1N)C2C(C(C(O2)CO)O)O.Cl. Cell line: A549. Synergy scores: CSS=35.6, Synergy_ZIP=-1.37, Synergy_Bliss=-2.69, Synergy_Loewe=-19.1, Synergy_HSA=-3.40. (5) Drug 1: C1=NC2=C(N1)C(=S)N=CN2. Drug 2: CC(C)NC(=O)C1=CC=C(C=C1)CNNC.Cl. Cell line: SK-OV-3. Synergy scores: CSS=26.2, Synergy_ZIP=-1.83, Synergy_Bliss=3.02, Synergy_Loewe=-17.2, Synergy_HSA=1.35. (6) Drug 1: CC1OCC2C(O1)C(C(C(O2)OC3C4COC(=O)C4C(C5=CC6=C(C=C35)OCO6)C7=CC(=C(C(=C7)OC)O)OC)O)O. Drug 2: COC1=C2C(=CC3=C1OC=C3)C=CC(=O)O2. Cell line: OVCAR-5. Synergy scores: CSS=18.4, Synergy_ZIP=-3.00, Synergy_Bliss=0.193, Synergy_Loewe=-5.79, Synergy_HSA=0.0318.